Dataset: Kinase inhibitor binding affinity data with 442 proteins and 68 drugs (Kd values). Task: Regression. Given a target protein amino acid sequence and a drug SMILES string, predict the binding affinity score between them. We predict pKd (pKd = -log10(Kd in M); higher means stronger binding). Dataset: davis. (1) The compound is Cc1[nH]c(C=C2C(=O)Nc3ccc(S(=O)(=O)Cc4c(Cl)cccc4Cl)cc32)c(C)c1C(=O)N1CCCC1CN1CCCC1. The target protein (MARK1) has sequence MSARTPLPTVNERDTENHTSVDGYTEPHIQPTKSSSRQNIPRCRNSITSATDEQPHIGNYRLQKTIGKGNFAKVKLARHVLTGREVAVKIIDKTQLNPTSLQKLFREVRIMKILNHPNIVKLFEVIETEKTLYLVMEYASGGEVFDYLVAHGRMKEKEARAKFRQIVSAVQYCHQKYIVHRDLKAENLLLDGDMNIKIADFGFSNEFTVGNKLDTFCGSPPYAAPELFQGKKYDGPEVDVWSLGVILYTLVSGSLPFDGQNLKELRERVLRGKYRIPFYMSTDCENLLKKLLVLNPIKRGSLEQIMKDRWMNVGHEEEELKPYTEPDPDFNDTKRIDIMVTMGFARDEINDALINQKYDEVMATYILLGRKPPEFEGGESLSSGNLCQRSRPSSDLNNSTLQSPAHLKVQRSISANQKQRRFSDHAGPSIPPAVSYTKRPQANSVESEQKEEWDKDVARKLGSTTVGSKSEMTASPLVGPERKKSSTIPSNNVYSGGSMA.... The pKd is 5.0. (2) The compound is CS(=O)(=O)CCNCc1ccc(-c2ccc3ncnc(Nc4ccc(OCc5cccc(F)c5)c(Cl)c4)c3c2)o1. The target protein (SNARK) has sequence MESLVFARRSGPTPSAAELARPLAEGLIKSPKPLMKKQAVKRHHHKHNLRHRYEFLETLGKGTYGKVKKARESSGRLVAIKSIRKDKIKDEQDLMHIRREIEIMSSLNHPHIIAIHEVFENSSKIVIVMEYASRGDLYDYISERQQLSEREARHFFRQIVSAVHYCHQNRVVHRDLKLENILLDANGNIKIADFGLSNLYHQGKFLQTFCGSPLYASPEIVNGKPYTGPEVDSWSLGVLLYILVHGTMPFDGHDHKILVKQISNGAYREPPKPSDACGLIRWLLMVNPTRRATLEDVASHWWVNWGYATRVGEQEAPHEGGHPGSDSARASMADWLRRSSRPLLENGAKVCSFFKQHAPGGGSTTPGLERQHSLKKSRKENDMAQSLHSDTADDTAHRPGKSNLKLPKGILKKKVSASAEGVQEDPPELSPIPASPGQAAPLLPKKGILKKPRQRESGYYSSPEPSESGELLDAGDVFVSGDPKEQKPPQASGLLLHRKG.... The pKd is 5.0. (3) The drug is CS(=O)c1ccc(-c2nc(-c3ccc(F)cc3)c(-c3ccncc3)[nH]2)cc1. The target protein (FAK) has sequence MISADCNLCLPEYDRYLASSKIMAAAYLDPNLNHTPNSSTKTHLGTGMERSPGAMERVLKVFHYFESNSEPTTWASIIRHGDATDVRGIIQKIVDSHKVKHVACYGFRLSHLRSEEVHWLHVDMGVSSVREKYELAHPPEEWKYELRIRYLPKGFLNQFTEDKPTLNFFYQQVKSDYMLEIADQVDQEIALKLGCLEIRRSYWEMRGNALEKKSNYEVLEKDVGLKRFFPKSLLDSVKAKTLRKLIQQTFRQFANLNREESILKFFEILSPVYRFDKECFKCALGSSWIISVELAIGPEEGISYLTDKGCNPTHLADFTQVQTIQYSNSEDKDRKGMLQLKIAGAPEPLTVTAPSLTIAENMADLIDGYCRLVNGTSQSFIIRPQKEGERALPSIPKLANSEKQGMRTHAVSVSETDDYAEIIDEEDTYTMPSTRDYEIQRERIELGRCIGEGQFGDVHQGIYMSPENPALAVAIKTCKNCTSDSVREKFLQEALTMRQF.... The pKd is 5.0. (4) The target protein (CDC2L5) has sequence MLPEDKEADSLRGNISVKAVKKEVEKKLRCLLADLPLPPELPGGDDLSKSPEEKKTATQLHSKRRPKICGPRYGETKEKDIDWGKRCVDKFDIIGIIGEGTYGQVYKARDKDTGEMVALKKVRLDNEKEGFPITAIREIKILRQLTHQSIINMKEIVTDKEDALDFKKDKGAFYLVFEYMDHDLMGLLESGLVHFNENHIKSFMRQLMEGLDYCHKKNFLHRDIKCSNILLNNRGQIKLADFGLARLYSSEESRPYTNKVITLWYRPPELLLGEERYTPAIDVWSCGCILGELFTKKPIFQANQELAQLELIRHEENEVSDKQI. The pKd is 5.0. The compound is CC1CCN(C(=O)CC#N)CC1N(C)c1ncnc2[nH]ccc12. (5) The drug is Cc1cnc(Nc2ccc(OCCN3CCCC3)cc2)nc1Nc1cccc(S(=O)(=O)NC(C)(C)C)c1. The target protein (EPHA3) has sequence MDCQLSILLLLSCSVLDSFGELIPQPSNEVNLLDSKTIQGELGWISYPSHGWEEISGVDEHYTPIRTYQVCNVMDHSQNNWLRTNWVPRNSAQKIYVELKFTLRDCNSIPLVLGTCKETFNLYYMESDDDHGVKFREHQFTKIDTIAADESFTQMDLGDRILKLNTEIREVGPVNKKGFYLAFQDVGACVALVSVRVYFKKCPFTVKNLAMFPDTVPMDSQSLVEVRGSCVNNSKEEDPPRMYCSTEGEWLVPIGKCSCNAGYEERGFMCQACRPGFYKALDGNMKCAKCPPHSSTQEDGSMNCRCENNYFRADKDPPSMACTRPPSSPRNVISNINETSVILDWSWPLDTGGRKDVTFNIICKKCGWNIKQCEPCSPNVRFLPRQFGLTNTTVTVTDLLAHTNYTFEIDAVNGVSELSSPPRQFAAVSITTNQAAPSPVLTIKKDRTSRNSISLSWQEPEHPNGIILDYEVKYYEKQEQETSYTILRARGTNVTISSLK.... The pKd is 5.2. (6) The pKd is 5.7. The drug is COc1cc(Nc2ncc(F)c(Nc3ccc4c(n3)NC(=O)C(C)(C)O4)n2)cc(OC)c1OC.O=S(=O)(O)c1ccccc1. The target protein (GRK7) has sequence MVDMGALDNLIANTAYLQARKPSDCDSKELQRRRRSLALPGLQGCAELRQKLSLNFHSLCEQQPIGRRLFRDFLATVPTFRKAATFLEDVQNWELAEEGPTKDSALQGLVATCASAPAPGNPQPFLSQAVATKCQAATTEEERVAAVTLAKAEAMAFLQEQPFKDFVTSAFYDKFLQWKLFEMQPVSDKYFTEFRVLGKGGFGEVCAVQVKNTGKMYACKKLDKKRLKKKGGEKMALLEKEILEKVSSPFIVSLAYAFESKTHLCLVMSLMNGGDLKFHIYNVGTRGLDMSRVIFYSAQIACGMLHLHELGIVYRDMKPENVLLDDLGNCRLSDLGLAVEMKGGKPITQRAGTNGYMAPEILMEKVSYSYPVDWFAMGCSIYEMVAGRTPFKDYKEKVSKEDLKQRTLQDEVKFQHDNFTEEAKDICRLFLAKKPEQRLGSREKSDDPRKHHFFKTINFPRLEAGLIEPPFVPDPSVVYAKDIAEIDDFSEVRGVEFDDK.... (7) The compound is Cc1cnc(Nc2ccc(OCCN3CCCC3)cc2)nc1Nc1cccc(S(=O)(=O)NC(C)(C)C)c1. The target protein (QSK) has sequence MPARIGYYEIDRTIGKGNFAVVKRATHLVTKAKVAIKIIDKTQLDEENLKKIFREVQIMKMLCHPHIIRLYQVMETERMIYLVTEYASGGEIFDHLVAHGRMAEKEARRKFKQIVTAVYFCHCRNIVHRDLKAENLLLDANLNIKIADFGFSNLFTPGQLLKTWCGSPPYAAPELFEGKEYDGPKVDIWSLGVVLYVLVCGALPFDGSTLQNLRARVLSGKFRIPFFMSTECEHLIRHMLVLDPNKRLSMEQICKHKWMKLGDADPNFDRLIAECQQLKEERQVDPLNEDVLLAMEDMGLDKEQTLQSLRSDAYDHYSAIYSLLCDRHKRHKTLRLGALPSMPRALAFQAPVNIQAEQAGTAMNISVPQVQLINPENQIVEPDGTLNLDSDEGEEPSPEALVRYLSMRRHTVGVADPRTEVMEDLQKLLPGFPGVNPQAPFLQVAPNVNFMHNLLPMQNLQPTGQLEYKEQSLLQPPTLQLLNGMGPLGRRASDGGANIQ.... The pKd is 5.7.